From a dataset of Peptide-MHC class I binding affinity with 185,985 pairs from IEDB/IMGT. Regression. Given a peptide amino acid sequence and an MHC pseudo amino acid sequence, predict their binding affinity value. This is MHC class I binding data. The peptide sequence is VLMLVAHYAI. The MHC is HLA-A02:01 with pseudo-sequence HLA-A02:01. The binding affinity (normalized) is 0.577.